Dataset: Forward reaction prediction with 1.9M reactions from USPTO patents (1976-2016). Task: Predict the product of the given reaction. (1) Given the reactants C[O:2][C:3](=[O:31])[CH2:4][CH2:5][CH2:6][CH2:7][CH2:8][NH:9][C:10]1[C:11]2[C:18]([C:19]3[CH:24]=[CH:23][CH:22]=[CH:21][CH:20]=3)=[C:17]([C:25]3[CH:30]=[CH:29][CH:28]=[CH:27][CH:26]=3)[O:16][C:12]=2[N:13]=[CH:14][N:15]=1.[OH-].[Na+].Cl, predict the reaction product. The product is: [C:19]1([C:18]2[C:11]3[C:10]([NH:9][CH2:8][CH2:7][CH2:6][CH2:5][CH2:4][C:3]([OH:31])=[O:2])=[N:15][CH:14]=[N:13][C:12]=3[O:16][C:17]=2[C:25]2[CH:26]=[CH:27][CH:28]=[CH:29][CH:30]=2)[CH:20]=[CH:21][CH:22]=[CH:23][CH:24]=1. (2) The product is: [O:4]1[C:8]2=[C:9]([N:13]3[CH2:18][CH2:17][N:16]([CH2:19][CH2:20][C@H:21]4[CH2:26][CH2:25][C@H:24]([NH:27][C:28](=[O:33])[CH2:29][CH2:30][CH2:31][CH3:32])[CH2:23][CH2:22]4)[CH2:15][CH2:14]3)[N:10]=[CH:11][CH:12]=[C:7]2[CH2:6][CH2:5]1. Given the reactants Cl.Cl.Cl.[O:4]1[C:8]2=[C:9]([N:13]3[CH2:18][CH2:17][N:16]([CH2:19][CH2:20][C@H:21]4[CH2:26][CH2:25][C@H:24]([NH2:27])[CH2:23][CH2:22]4)[CH2:15][CH2:14]3)[N:10]=[CH:11][CH:12]=[C:7]2[CH2:6][CH2:5]1.[C:28](O)(=[O:33])[CH2:29][CH2:30][CH2:31][CH3:32], predict the reaction product. (3) Given the reactants C[Al](C)C.[NH2:5][C:6]1[C:7]([C:14]([O:16]C)=O)=[N:8][C:9]([Br:13])=[C:10]([CH3:12])[N:11]=1.[NH2:18][C:19]1[CH:20]=[N:21][CH:22]=[CH:23][CH:24]=1.O, predict the reaction product. The product is: [NH2:5][C:6]1[C:7]([C:14]([NH:18][C:19]2[CH:20]=[N:21][CH:22]=[CH:23][CH:24]=2)=[O:16])=[N:8][C:9]([Br:13])=[C:10]([CH3:12])[N:11]=1. (4) Given the reactants [NH2:1][C:2]1[CH:3]=[C:4]([CH:8]=[CH:9][C:10]=1[C:11]([O:13][CH3:14])=[O:12])[C:5]([OH:7])=O.[C:15]1([C:22]2[CH:27]=[CH:26][CH:25]=[CH:24][CH:23]=2)[CH:20]=[CH:19][C:18]([NH2:21])=[CH:17][CH:16]=1.C(N(C(C)C)CC)(C)C, predict the reaction product. The product is: [NH2:1][C:2]1[CH:3]=[C:4]([C:5](=[O:7])[NH:21][C:18]2[CH:17]=[CH:16][C:15]([C:22]3[CH:27]=[CH:26][CH:25]=[CH:24][CH:23]=3)=[CH:20][CH:19]=2)[CH:8]=[CH:9][C:10]=1[C:11]([O:13][CH3:14])=[O:12]. (5) Given the reactants CI.[C:3]([O-])([O-])=O.[K+].[K+].[CH:9]([O:12][C:13]([C:15]1[C:16](=[O:36])[NH:17][C:18]([N:23]2[CH2:28][CH2:27][CH:26]([C:29]([O:31][C:32]([CH3:35])([CH3:34])[CH3:33])=[O:30])[CH2:25][CH2:24]2)=[C:19]([C:21]#[N:22])[CH:20]=1)=[O:14])([CH3:11])[CH3:10].C(Cl)Cl, predict the reaction product. The product is: [CH:9]([O:12][C:13](=[O:14])[C:15]1[CH:20]=[C:19]([C:21]#[N:22])[C:18]([N:23]2[CH2:28][CH2:27][CH:26]([C:29]([O:31][C:32]([CH3:34])([CH3:33])[CH3:35])=[O:30])[CH2:25][CH2:24]2)=[N:17][C:16]=1[O:36][CH3:3])([CH3:11])[CH3:10]. (6) The product is: [CH3:29][C@@:19]12[C@H:18]3[CH2:17][CH2:16][C@@:15]4([CH3:30])[C@H:14]([C@@H:27]3[CH2:26][CH:25]=[C:24]1[NH:23][C:22](=[O:28])[CH2:21][CH2:20]2)[CH2:13][CH:12]=[C:11]4[C:5]1[CH:6]=[N:1][CH:2]=[N:3][CH:4]=1. Given the reactants [N:1]1[CH:6]=[C:5](B(O)O)[CH:4]=[N:3][CH:2]=1.I[C:11]1[C@@:15]2([CH3:30])[CH2:16][CH2:17][C@H:18]3[C@H:27]([C@@H:14]2[CH2:13][CH:12]=1)[CH2:26][CH:25]=[C:24]1[C@:19]3([CH3:29])[CH2:20][CH2:21][C:22](=[O:28])[NH:23]1, predict the reaction product. (7) Given the reactants C([O:4][CH2:5][C:6]1[O:7][C:8]([C:11]2[CH:12]=[CH:13][C:14]3[O:18][CH:17]=[C:16]([C:19]4[CH:24]=[CH:23][CH:22]=[C:21]([O:25][C:26]([F:29])([F:28])[F:27])[CH:20]=4)[C:15]=3[CH:30]=2)=[N:9][N:10]=1)(=O)C.[OH-].[Na+].CO, predict the reaction product. The product is: [F:28][C:26]([F:27])([F:29])[O:25][C:21]1[CH:20]=[C:19]([C:16]2[C:15]3[CH:30]=[C:11]([C:8]4[O:7][C:6]([CH2:5][OH:4])=[N:10][N:9]=4)[CH:12]=[CH:13][C:14]=3[O:18][CH:17]=2)[CH:24]=[CH:23][CH:22]=1. (8) Given the reactants [C:1]([O:5][C:6]([NH:8][C@@H:9]([CH3:14])[C:10](OC)=[O:11])=[O:7])([CH3:4])([CH3:3])[CH3:2].[NH2:15][NH2:16], predict the reaction product. The product is: [NH:15]([C:10](=[O:11])[C@@H:9]([NH:8][C:6](=[O:7])[O:5][C:1]([CH3:4])([CH3:3])[CH3:2])[CH3:14])[NH2:16]. (9) Given the reactants [CH3:1][O:2][C:3]1[C:8]([NH2:9])=[CH:7][CH:6]=[CH:5][N:4]=1.C(N(CC)C(C)C)(C)C.[Cl:19][C:20]1[N:25]=[C:24](Cl)[C:23]([Cl:27])=[CH:22][N:21]=1, predict the reaction product. The product is: [Cl:19][C:20]1[N:25]=[C:24]([NH:9][C:8]2[C:3]([O:2][CH3:1])=[N:4][CH:5]=[CH:6][CH:7]=2)[C:23]([Cl:27])=[CH:22][N:21]=1. (10) Given the reactants [Cl:1][C:2]1[CH:7]=[C:6]([NH:8][C:9]2[CH:14]=[CH:13][C:12]([F:15])=[CH:11][C:10]=2F)[CH:5]=[CH:4][C:3]=1[C:17]([C:19]1[CH:24]=[C:23]([N+:25]([O-:27])=[O:26])[CH:22]=[CH:21][C:20]=1[CH3:28])=[O:18].BrC1C=CC(C(C2C=C([N+]([O-])=O)C=CC=2C)=O)=C(Cl)C=1.FC1C=CC(N)=CC=1, predict the reaction product. The product is: [Cl:1][C:2]1[CH:7]=[C:6]([NH:8][C:9]2[CH:14]=[CH:13][C:12]([F:15])=[CH:11][CH:10]=2)[CH:5]=[CH:4][C:3]=1[C:17]([C:19]1[CH:24]=[C:23]([N+:25]([O-:27])=[O:26])[CH:22]=[CH:21][C:20]=1[CH3:28])=[O:18].